Dataset: Full USPTO retrosynthesis dataset with 1.9M reactions from patents (1976-2016). Task: Predict the reactants needed to synthesize the given product. (1) Given the product [CH3:20][C:19](=[CH:18][CH2:17][CH2:16][C@H:15]([CH3:22])[CH2:14][C:2](=[O:1])[C:3](=[O:13])[CH2:4][C@@H:5]([CH3:12])[CH2:6][CH2:7][CH:8]=[C:9]([CH3:11])[CH3:10])[CH3:21], predict the reactants needed to synthesize it. The reactants are: [OH:1][CH:2]([CH2:14][C@@H:15]([CH3:22])[CH2:16][CH2:17][CH:18]=[C:19]([CH3:21])[CH3:20])[C:3](=[O:13])[CH2:4][C@@H:5]([CH3:12])[CH2:6][CH2:7][CH:8]=[C:9]([CH3:11])[CH3:10].C1C=C[NH+]=CC=1.[O-][Cr](Cl)(=O)=O. (2) Given the product [NH2:27][CH:17]([C:13]1[N:12]=[C:11]([C:35]([NH:45][CH2:44][C:43]2[CH:46]=[CH:47][C:40]([F:39])=[CH:41][CH:42]=2)=[O:37])[C:10]([OH:9])=[C:15]([OH:16])[N:14]=1)[CH2:18][O:19][CH2:20][C:21]1[CH:22]=[CH:23][CH:24]=[CH:25][CH:26]=1, predict the reactants needed to synthesize it. The reactants are: C([O:9][C:10]1[C:11]([C:35]([O:37]C)=O)=[N:12][C:13]([CH:17]([NH:27]C(OC(C)(C)C)=O)[CH2:18][O:19][CH2:20][C:21]2[CH:26]=[CH:25][CH:24]=[CH:23][CH:22]=2)=[N:14][C:15]=1[OH:16])(=O)C1C=CC=CC=1.[F:39][C:40]1[CH:47]=[CH:46][C:43]([CH2:44][NH2:45])=[CH:42][CH:41]=1. (3) Given the product [F:1][C:2]1[N:7]=[C:6]([C:8]2[N:9]([CH2:13][C:14]3[C:15]([CH2:25][CH2:26][CH3:27])=[CH:16][C:17]4[N:18]([CH:23]=[N:22][C:20]=4[CH3:21])[N:19]=3)[CH:10]=[CH:11][N:12]=2)[CH:5]=[CH:4][CH:3]=1, predict the reactants needed to synthesize it. The reactants are: [F:1][C:2]1[N:7]=[C:6]([C:8]2[N:9]([CH2:13][C:14]3[N:19]=[N:18][C:17]([CH:20]([NH:22][CH:23]=O)[CH3:21])=[CH:16][C:15]=3[CH2:25][CH2:26][CH3:27])[CH:10]=[CH:11][N:12]=2)[CH:5]=[CH:4][CH:3]=1.O=P(Cl)(Cl)Cl. (4) Given the product [CH2:13]1[C:10]2([CH:14]([NH:16][C:17](=[O:23])[O:18][C:19]([CH3:21])([CH3:20])[CH3:22])[CH2:15][NH:8][CH2:9]2)[CH2:11][CH2:12]1, predict the reactants needed to synthesize it. The reactants are: C([N:8]1[CH2:15][CH:14]([NH:16][C:17](=[O:23])[O:18][C:19]([CH3:22])([CH3:21])[CH3:20])[C:10]2([CH2:13][CH2:12][CH2:11]2)[CH2:9]1)C1C=CC=CC=1.